From a dataset of Forward reaction prediction with 1.9M reactions from USPTO patents (1976-2016). Predict the product of the given reaction. (1) Given the reactants C([N:9]([C:13]#[N:14])[C:10]([NH2:12])=[NH:11])CCCCCCC.[CH2:15]([CH2:22][CH2:23][NH2:24])[C:16]1[CH:21]=[CH:20][CH:19]=[CH:18]C=1.[ClH:25].[C:26](OCC)(=O)[CH3:27].[C:32]1([CH3:39])[C:33](C)=[CH:34][CH:35]=[CH:36][CH:37]=1, predict the reaction product. The product is: [ClH:25].[CH2:23]([NH:24][C:13](=[NH:14])[NH:9][C:10](=[NH:11])[N:12]([CH2:39][C:32]1[CH:37]=[CH:36][CH:35]=[CH:34][CH:33]=1)[CH2:26][CH3:27])[CH2:22][CH2:15][CH2:16][CH2:21][CH2:20][CH2:19][CH3:18]. (2) Given the reactants [N:1]1([C:7]([O:9][CH2:10][C:11]2[CH:16]=[CH:15][CH:14]=[CH:13][CH:12]=2)=[O:8])[CH2:6][CH2:5][NH:4][CH2:3][CH2:2]1.[CH3:17][C:18]1([CH3:34])[O:22][B:21]([C:23]2[CH:31]=[CH:30][C:26]([C:27](O)=[O:28])=[CH:25][CH:24]=2)[O:20][C:19]1([CH3:33])[CH3:32].C(Cl)CCl.C1C=CC2N(O)N=NC=2C=1.C(N(CC)CC)C, predict the reaction product. The product is: [CH3:17][C:18]1([CH3:34])[C:19]([CH3:32])([CH3:33])[O:20][B:21]([C:23]2[CH:31]=[CH:30][C:26]([C:27]([N:4]3[CH2:5][CH2:6][N:1]([C:7]([O:9][CH2:10][C:11]4[CH:16]=[CH:15][CH:14]=[CH:13][CH:12]=4)=[O:8])[CH2:2][CH2:3]3)=[O:28])=[CH:25][CH:24]=2)[O:22]1.